Dataset: Forward reaction prediction with 1.9M reactions from USPTO patents (1976-2016). Task: Predict the product of the given reaction. (1) Given the reactants Cl[C:2]1[C:3]2[C:4](=[CH:15][N:16](CC3C=CC(OC)=CC=3)[N:17]=2)[N:5]=[C:6]([CH:8]2[CH2:13][CH2:12][N:11]([CH3:14])[CH2:10][CH2:9]2)[N:7]=1.[O:27]1[CH2:32][CH2:31][N:30]([C:33]2[CH:39]=[CH:38][C:36]([NH2:37])=[CH:35][CH:34]=2)[CH2:29][CH2:28]1.Cl, predict the reaction product. The product is: [CH3:14][N:11]1[CH2:10][CH2:9][CH:8]([C:6]2[N:7]=[C:2]([NH:37][C:36]3[CH:35]=[CH:34][C:33]([N:30]4[CH2:31][CH2:32][O:27][CH2:28][CH2:29]4)=[CH:39][CH:38]=3)[C:3]3[NH:17][N:16]=[CH:15][C:4]=3[N:5]=2)[CH2:13][CH2:12]1. (2) Given the reactants [S:1]1[CH:5]=[CH:4][CH:3]=[C:2]1[C:6]([OH:8])=O.C(N1C=CN=C1)(N1C=CN=C1)=O.[Cl-].[Mg+2].[Cl-].[CH2:24]([O:26][C:27](=[O:32])[CH2:28]C([O-])=O)[CH3:25], predict the reaction product. The product is: [O:8]=[C:6]([C:2]1[S:1][CH:5]=[CH:4][CH:3]=1)[CH2:28][C:27]([O:26][CH2:24][CH3:25])=[O:32]. (3) Given the reactants [CH3:1][C:2]1[N:6]([CH:7]([CH3:9])[CH3:8])[C:5]([C:10]2[CH:15]=[CH:14][N:13]=[C:12]([NH:16][CH:17]3[CH2:22][CH2:21][NH:20][CH2:19][CH2:18]3)[N:11]=2)=[CH:4][N:3]=1.[C:23](O)(=O)[CH3:24].[CH2:27](Cl)Cl.C(O[BH-](OC(=O)C)OC(=O)C)(=O)C.[Na+], predict the reaction product. The product is: [CH3:1][C:2]1[N:6]([CH:7]([CH3:9])[CH3:8])[C:5]([C:10]2[CH:15]=[CH:14][N:13]=[C:12]([NH:16][CH:17]3[CH2:18][CH2:19][N:20]([CH:23]([CH3:24])[CH3:27])[CH2:21][CH2:22]3)[N:11]=2)=[CH:4][N:3]=1. (4) Given the reactants [Cl:1][C:2]1[CH:7]=[CH:6][C:5](/[CH:8]=[CH:9]/[N+:10]([O-])=O)=[C:4]([O:13][CH3:14])[CH:3]=1.[H-].[H-].[H-].[H-].[Li+].[Al+3], predict the reaction product. The product is: [Cl:1][C:2]1[CH:7]=[CH:6][C:5]([CH2:8][CH2:9][NH2:10])=[C:4]([O:13][CH3:14])[CH:3]=1. (5) Given the reactants [C:1]([C:3]1[CH:4]=[C:5]([CH:9]=[CH:10][CH:11]=1)[C:6]([OH:8])=[O:7])#[N:2].[C:12](Cl)(=O)C(Cl)=O, predict the reaction product. The product is: [C:1]([C:3]1[CH:4]=[C:5]([CH:9]=[CH:10][CH:11]=1)[C:6]([O:8][CH3:12])=[O:7])#[N:2]. (6) Given the reactants [Cl:1][C:2]1[CH:10]=[CH:9][CH:8]=[C:7]2[C:3]=1[C:4](I)=[N:5][N:6]2[C:11]([C:13]1[C:18]([C:19]([F:22])([F:21])[F:20])=[CH:17][CH:16]=[CH:15][C:14]=1[Cl:23])=[O:12].[NH:25]1[CH2:30][CH2:29][CH:28]([C:31]([O:33][CH3:34])=[O:32])[CH2:27][CH2:26]1.N1CCCC1C(O)=O.C(=O)([O-])[O-].[K+].[K+], predict the reaction product. The product is: [Cl:1][C:2]1[CH:10]=[CH:9][CH:8]=[C:7]2[C:3]=1[C:4]([N:25]1[CH2:30][CH2:29][CH:28]([C:31]([O:33][CH3:34])=[O:32])[CH2:27][CH2:26]1)=[N:5][N:6]2[C:11](=[O:12])[C:13]1[C:18]([C:19]([F:22])([F:21])[F:20])=[CH:17][CH:16]=[CH:15][C:14]=1[Cl:23]. (7) The product is: [CH3:28][NH:29][C:24]([C:17]1[C:18]2[C:23](=[CH:22][CH:21]=[CH:20][CH:19]=2)[C:13]2([CH2:14][CH2:15][N:10]([C:8]([O:7][C:3]([CH3:6])([CH3:4])[CH3:5])=[O:9])[CH2:11][CH2:12]2)[CH:16]=1)=[O:25]. Given the reactants CN.[C:3]([O:7][C:8]([N:10]1[CH2:15][CH2:14][C:13]2([C:23]3[C:18](=[CH:19][CH:20]=[CH:21][CH:22]=3)[C:17]([C:24](O)=[O:25])=[CH:16]2)[CH2:12][CH2:11]1)=[O:9])([CH3:6])([CH3:5])[CH3:4].C[CH2:28][N:29]=C=NCCCN(C)C.Cl.C1C=CC2N(O)N=NC=2C=1, predict the reaction product.